From a dataset of Full USPTO retrosynthesis dataset with 1.9M reactions from patents (1976-2016). Predict the reactants needed to synthesize the given product. (1) Given the product [CH3:1][O:2][CH2:3][C:4]1[N:18]([CH2:19][CH2:20][NH:21][C:22](=[O:28])[O:23][C:24]([CH3:25])([CH3:27])[CH3:26])[C:17]2[C:16]3[N:15]=[CH:14][CH:13]=[CH:12][C:11]=3[N:10]=[CH:9][C:8]=2[N:7]=1, predict the reactants needed to synthesize it. The reactants are: [CH3:1][O:2][CH2:3][C:4](Cl)=O.[NH2:7][C:8]1[CH:9]=[N:10][C:11]2[C:16]([C:17]=1[NH:18][CH2:19][CH2:20][NH:21][C:22](=[O:28])[O:23][C:24]([CH3:27])([CH3:26])[CH3:25])=[N:15][CH:14]=[CH:13][CH:12]=2. (2) Given the product [CH2:22]([O:21][C:17]1[C:18]2[CH2:19][O:20][C@:10]3([CH3:29])[C@@H:11]([C:13]=2[CH:14]=[CH:15][CH:16]=1)[CH2:12][N:8]([C:1]([O:32][CH3:31])=[O:40])[CH2:9]3)[C:23]1[CH:28]=[CH:27][CH:26]=[CH:25][CH:24]=1, predict the reactants needed to synthesize it. The reactants are: [CH2:1]([N:8]1[CH2:12][C@@H:11]2[C:13]3[CH:14]=[CH:15][CH:16]=[C:17]([O:21][CH2:22][C:23]4[CH:28]=[CH:27][CH:26]=[CH:25][CH:24]=4)[C:18]=3[CH2:19][O:20][C@@:10]2([CH3:29])[CH2:9]1)C1C=CC=CC=1.Cl[C:31](OC(Cl)C)=[O:32].CO.C([O-])(O)=[O:40].[Na+]. (3) Given the product [F:16][C:11]1[CH:10]=[C:9]([N:5]2[CH2:4][C@H:3]([CH2:2][NH:1][C:18](=[O:19])[CH3:17])[O:7][C:6]2=[O:8])[CH:14]=[CH:13][C:12]=1[I:15], predict the reactants needed to synthesize it. The reactants are: [NH2:1][CH2:2][C@@H:3]1[O:7][C:6](=[O:8])[N:5]([C:9]2[CH:14]=[CH:13][C:12]([I:15])=[C:11]([F:16])[CH:10]=2)[CH2:4]1.[CH3:17][C:18](=O)[O:19]CC.C(OC(=O)C)(=O)C. (4) Given the product [Br:1][C:9]1[CH:8]=[CH:7][C:6]([O:10][CH3:11])=[CH:5][C:4]=1[I:3], predict the reactants needed to synthesize it. The reactants are: [Br:1]Br.[I:3][C:4]1[CH:5]=[C:6]([O:10][CH3:11])[CH:7]=[CH:8][CH:9]=1. (5) Given the product [BrH:2].[CH2:49]([N:40]1[CH2:31][CH2:32][CH:33]2[C:38](=[CH:37][CH:36]=[CH:35][CH2:34]2)[CH2:39]1)[CH:48]=[CH2:47], predict the reactants needed to synthesize it. The reactants are: P(Br)(Br)[Br:2].C1CCC(C2(CN3N=CN=C3)CCN(C([C@H](NC([C@@H:31]3[NH:40][CH2:39][C:38]4[C:33](=[CH:34][CH:35]=[CH:36][CH:37]=4)[CH2:32]3)=O)CC3C=CC(Cl)=CC=3)=O)CC2)CC1.[CH2:47](Br)[CH:48]=[CH2:49].CCN(C(C)C)C(C)C. (6) Given the product [F:16][C:12]1[CH:13]=[CH:14][CH:15]=[C:10]([C:7]2[CH:8]=[CH:9][C:4]([CH2:3][NH:2][C:32](=[O:33])[CH2:31][CH2:30][CH2:29][OH:34])=[C:5]([F:21])[CH:6]=2)[C:11]=1[C:17]([O:19][CH3:20])=[O:18], predict the reactants needed to synthesize it. The reactants are: Cl.[NH2:2][CH2:3][C:4]1[CH:9]=[CH:8][C:7]([C:10]2[C:11]([C:17]([O:19][CH3:20])=[O:18])=[C:12]([F:16])[CH:13]=[CH:14][CH:15]=2)=[CH:6][C:5]=1[F:21].C(N(CC)CC)C.[C:29]1(=[O:34])[O:33][CH2:32][CH2:31][CH2:30]1. (7) Given the product [Br:1][C:2]1[CH:3]=[C:4]2[C:5]3([CH2:23][O:28]3)[C:6]3[CH:11]=[C:10]([O:12][CH2:13][C:14]([CH3:17])([CH3:16])[CH3:15])[N:9]=[C:8]([F:18])[C:7]=3[O:19][C:20]2=[CH:21][CH:22]=1, predict the reactants needed to synthesize it. The reactants are: [Br:1][C:2]1[CH:3]=[C:4]2[C:20](=[CH:21][CH:22]=1)[O:19][C:7]1[C:8]([F:18])=[N:9][C:10]([O:12][CH2:13][C:14]([CH3:17])([CH3:16])[CH3:15])=[CH:11][C:6]=1[C:5]2=[CH2:23].O.II.C([O-])([O-])=[O:28].[K+].[K+]. (8) Given the product [CH3:19][NH:18][C:16]1[N:17]=[C:12]([CH:11]([OH:21])[CH3:10])[CH:13]=[CH:14][CH:15]=1, predict the reactants needed to synthesize it. The reactants are: [H-].[H-].[H-].[H-].[Li+].[Al+3].C(O[C:10](=O)[CH2:11][C:12]1[N:17]=[C:16]([NH:18][CH3:19])[CH:15]=[CH:14][CH:13]=1)C.[OH2:21].[OH-].[Na+]. (9) Given the product [N:30]([C:2]1[CH:11]=[C:10]2[C:5]([C:6]([NH:14][C:15]3[CH:20]=[C:19]([O:21][CH3:22])[C:18]([O:23][CH3:24])=[C:17]([O:25][CH3:26])[CH:16]=3)=[C:7]([C:12]#[N:13])[CH:8]=[N:9]2)=[CH:4][C:3]=1[N+:27]([O-:29])=[O:28])=[N+:31]=[N-:32], predict the reactants needed to synthesize it. The reactants are: Cl[C:2]1[CH:11]=[C:10]2[C:5]([C:6]([NH:14][C:15]3[CH:20]=[C:19]([O:21][CH3:22])[C:18]([O:23][CH3:24])=[C:17]([O:25][CH3:26])[CH:16]=3)=[C:7]([C:12]#[N:13])[CH:8]=[N:9]2)=[CH:4][C:3]=1[N+:27]([O-:29])=[O:28].[N-:30]=[N+:31]=[N-:32].[Na+]. (10) The reactants are: [NH2:1][CH2:2][CH2:3][O:4][C:5]1[CH:10]=[CH:9][C:8]([C:11]2[N:12]([CH2:24][CH3:25])[C:13]3[C:18]([C:19]=2[C:20]#[N:21])=[CH:17][CH:16]=[C:15]([O:22][CH3:23])[CH:14]=3)=[CH:7][CH:6]=1.[CH3:26][S:27](Cl)(=[O:29])=[O:28]. Given the product [C:20]([C:19]1[C:18]2[C:13](=[CH:14][C:15]([O:22][CH3:23])=[CH:16][CH:17]=2)[N:12]([CH2:24][CH3:25])[C:11]=1[C:8]1[CH:9]=[CH:10][C:5]([O:4][CH2:3][CH2:2][NH:1][S:27]([CH3:26])(=[O:29])=[O:28])=[CH:6][CH:7]=1)#[N:21], predict the reactants needed to synthesize it.